This data is from Catalyst prediction with 721,799 reactions and 888 catalyst types from USPTO. The task is: Predict which catalyst facilitates the given reaction. (1) Reactant: [C:1]([O:5][C:6](=[O:27])[NH:7][CH2:8][C:9]1[CH:14]=[C:13]([O:15][C:16]2[CH:21]=[CH:20][C:19]([F:22])=[C:18]([CH3:23])[CH:17]=2)[CH:12]=[CH:11][C:10]=1[N+:24]([O-])=O)([CH3:4])([CH3:3])[CH3:2].[Cl-].[NH4+].C(O)C. Product: [C:1]([O:5][C:6](=[O:27])[NH:7][CH2:8][C:9]1[CH:14]=[C:13]([O:15][C:16]2[CH:21]=[CH:20][C:19]([F:22])=[C:18]([CH3:23])[CH:17]=2)[CH:12]=[CH:11][C:10]=1[NH2:24])([CH3:4])([CH3:2])[CH3:3]. The catalyst class is: 150. (2) Reactant: [CH3:1][N:2]1[C:7](=[O:8])[C:6]([NH:9][C:10]2[CH:15]=[CH:14][C:13]([N:16]3[CH2:21][CH2:20][O:19][CH2:18][CH2:17]3)=[CH:12][CH:11]=2)=[N:5][C:4](B(O)O)=[CH:3]1.[C:25]([O:28][CH2:29][C:30]1[C:35]([N:36]2[CH2:48][CH2:47][N:39]3[C:40]4[CH2:41][CH2:42][CH2:43][CH2:44][C:45]=4[CH:46]=[C:38]3[C:37]2=[O:49])=[CH:34][C:33]([F:50])=[CH:32][C:31]=1Br)(=[O:27])[CH3:26].C([O-])([O-])=O.[Na+].[Na+]. Product: [C:25]([O:28][CH2:29][C:30]1[C:35]([N:36]2[CH2:48][CH2:47][N:39]3[C:40]4[CH2:41][CH2:42][CH2:43][CH2:44][C:45]=4[CH:46]=[C:38]3[C:37]2=[O:49])=[CH:34][C:33]([F:50])=[CH:32][C:31]=1[C:4]1[N:5]=[C:6]([NH:9][C:10]2[CH:15]=[CH:14][C:13]([N:16]3[CH2:21][CH2:20][O:19][CH2:18][CH2:17]3)=[CH:12][CH:11]=2)[C:7](=[O:8])[N:2]([CH3:1])[CH:3]=1)(=[O:27])[CH3:26]. The catalyst class is: 438. (3) Reactant: [OH:1][C:2]1[CH:7]=[CH:6][C:5](/[CH:8]=[CH:9]/[C:10](=[O:41])[CH2:11][C:12](=[O:40])/[CH:13]=[CH:14]/[C:15]2[CH:20]=[CH:19][C:18]([NH:21][C:22](=[O:39])[C@H:23]([NH:31]C(OC(C)(C)C)=O)[CH2:24][C:25]3[CH:30]=[CH:29][CH:28]=[CH:27][CH:26]=3)=[CH:17][CH:16]=2)=[CH:4][CH:3]=1.C(OC(NC1C=CC(/C=C/C(=O)CC(=O)/C=C/C2C=CC(O)=CC=2)=CC=1)=O)(C)(C)C. Product: [NH2:31][C@H:23]([CH2:24][C:25]1[CH:26]=[CH:27][CH:28]=[CH:29][CH:30]=1)[C:22]([NH:21][C:18]1[CH:19]=[CH:20][C:15](/[CH:14]=[CH:13]/[C:12](=[O:40])[CH2:11][C:10](=[O:41])/[CH:9]=[CH:8]/[C:5]2[CH:4]=[CH:3][C:2]([OH:1])=[CH:7][CH:6]=2)=[CH:16][CH:17]=1)=[O:39]. The catalyst class is: 147. (4) The catalyst class is: 2. Reactant: [C:1]([O:5][C:6]([N:8]1[C@H:13]([C:14]([OH:16])=O)[CH2:12][C@@H:11]2[C@H:9]1[CH2:10]2)=[O:7])([CH3:4])([CH3:3])[CH3:2].[NH2:17][C@@H:18]([C:21]1[CH:26]=[CH:25][CH:24]=[C:23]([Cl:27])[C:22]=1[F:28])[CH2:19][OH:20].CN(C(ON1N=NC2C=CC=CC1=2)=[N+](C)C)C.F[P-](F)(F)(F)(F)F.O. Product: [C:1]([O:5][C:6]([N:8]1[C@H:13]([C:14](=[O:16])[NH:17][C@@H:18]([C:21]2[CH:26]=[CH:25][CH:24]=[C:23]([Cl:27])[C:22]=2[F:28])[CH2:19][OH:20])[CH2:12][C@@H:11]2[C@H:9]1[CH2:10]2)=[O:7])([CH3:2])([CH3:3])[CH3:4]. (5) Reactant: [C:1]([C:3]1[CH:8]=[CH:7][C:6]([CH2:9][CH2:10][NH:11]C(=O)OC(C)(C)C)=[CH:5][CH:4]=1)#[N:2].C(O)(C(F)(F)F)=O. Product: [C:1]([C:3]1[CH:8]=[CH:7][C:6]([CH2:9][CH2:10][NH2:11])=[CH:5][CH:4]=1)#[N:2]. The catalyst class is: 2. (6) Reactant: Cl[C:2]1[C:11]2[C:6](=[CH:7][CH:8]=[C:9]3[S:14](=[O:16])(=[O:15])[CH2:13][CH2:12][C:10]3=2)[N:5]=[CH:4][C:3]=1[C:17]#[N:18].[OH:19][C:20]1[CH:21]=[C:22]([CH:24]=[C:25]([O:27][CH3:28])[CH:26]=1)[NH2:23].O.[Cl-].[NH4+]. Product: [OH:19][C:20]1[CH:21]=[C:22]([NH:23][C:2]2[C:11]3[C:6](=[CH:7][CH:8]=[C:9]4[S:14](=[O:16])(=[O:15])[CH2:13][CH2:12][C:10]4=3)[N:5]=[CH:4][C:3]=2[C:17]#[N:18])[CH:24]=[C:25]([O:27][CH3:28])[CH:26]=1. The catalyst class is: 32.